From a dataset of Reaction yield outcomes from USPTO patents with 853,638 reactions. Predict the reaction yield, written as a fraction of the theoretical maximum amount of product (1.0 means a 100% yield; for example, 0.34 means a 34% yield). (1) The reactants are C[O:2][C:3](=[O:23])[CH2:4][C:5]([NH:7][C:8]1[CH:13]=[CH:12][C:11]([NH:14][S:15]([CH3:18])(=[O:17])=[O:16])=[CH:10][C:9]=1[S:19](=[O:22])(=[O:21])[NH2:20])=O.[OH-].[Na+].Cl. No catalyst specified. The product is [CH3:18][S:15]([NH:14][C:11]1[CH:12]=[CH:13][C:8]2[NH:7][C:5]([CH2:4][C:3]([OH:2])=[O:23])=[N:20][S:19](=[O:22])(=[O:21])[C:9]=2[CH:10]=1)(=[O:17])=[O:16]. The yield is 0.870. (2) The reactants are CC1C=CC(S(O[CH2:12][C@@H:13]2[CH2:17][O:16][C:15]([CH3:19])([CH3:18])[O:14]2)(=O)=O)=CC=1.[C:20]([C:24]1[NH:25][C:26]2[C:31]([CH:32]=1)=[CH:30][C:29]([N+:33]([O-:35])=[O:34])=[CH:28][CH:27]=2)([CH3:23])([CH3:22])[CH3:21].C([O-])([O-])=O.[Cs+].[Cs+]. The catalyst is CN(C=O)C. The product is [C:20]([C:24]1[N:25]([CH2:12][C@@H:13]2[CH2:17][O:16][C:15]([CH3:18])([CH3:19])[O:14]2)[C:26]2[C:31]([CH:32]=1)=[CH:30][C:29]([N+:33]([O-:35])=[O:34])=[CH:28][CH:27]=2)([CH3:23])([CH3:21])[CH3:22]. The yield is 0.660. (3) The reactants are [CH:1]1[CH:10]=[C:9]([OH:11])[CH:8]=[C:7]2[C:2]=1[CH:3]1[O:14][C:13]3[CH:15]=[CH:16][CH:17]=[CH:18][C:12]=3[CH:4]1[CH2:5][O:6]2.[H-].[Na+].Cl.Cl[CH2:23][CH2:24][N:25]1[CH2:30][CH2:29][CH2:28][CH2:27][CH2:26]1.Cl. The catalyst is CN(C=O)C.O. The product is [CH:1]1[CH:10]=[C:9]([O:11][CH2:23][CH2:24][N:25]2[CH2:30][CH2:29][CH2:28][CH2:27][CH2:26]2)[CH:8]=[C:7]2[C:2]=1[CH:3]1[O:14][C:13]3[CH:15]=[CH:16][CH:17]=[CH:18][C:12]=3[CH:4]1[CH2:5][O:6]2. The yield is 0.700. (4) The reactants are [CH:1]([C:4]1[N:9]([CH3:10])[C:8](=[O:11])[NH:7][C:6](=[O:12])[CH:5]=1)([CH3:3])[CH3:2].[C:13]([O:17][C:18]([NH:20][C@H:21]([C:32]([O:34][CH3:35])=[O:33])[CH2:22][C:23]1[CH:28]=[CH:27][C:26](B(O)O)=[CH:25][CH:24]=1)=[O:19])([CH3:16])([CH3:15])[CH3:14].C(N(CC)CC)C. The catalyst is C(Cl)Cl.C([O-])(=O)C.[Cu+2].C([O-])(=O)C. The product is [C:13]([O:17][C:18]([NH:20][C@H:21]([C:32]([O:34][CH3:35])=[O:33])[CH2:22][C:23]1[CH:24]=[CH:25][C:26]([N:7]2[C:6](=[O:12])[CH:5]=[C:4]([CH:1]([CH3:3])[CH3:2])[N:9]([CH3:10])[C:8]2=[O:11])=[CH:27][CH:28]=1)=[O:19])([CH3:15])([CH3:16])[CH3:14]. The yield is 0.170. (5) The reactants are [Cl:1][C:2]1[C:3]([O:12][C:13]2[CH:20]=[C:19]([O:21][CH2:22][O:23][CH3:24])[CH:18]=[CH:17][C:14]=2C=O)=[N:4][CH:5]=[C:6]([C:8]([F:11])([F:10])[F:9])[CH:7]=1.Br[CH2:26][C:27](OCC)=[O:28].C(O)(C)(C)C.CC(C)([O-])C.[K+]. The catalyst is O1CCCC1. The product is [Cl:1][C:2]1[C:3]([O:12][C:13]2[CH:20]=[C:19]([O:21][CH2:22][O:23][CH3:24])[CH:18]=[CH:17][C:14]=2[CH2:26][CH:27]=[O:28])=[N:4][CH:5]=[C:6]([C:8]([F:9])([F:11])[F:10])[CH:7]=1. The yield is 0.200. (6) The reactants are [Cl-].[Al+3].[Cl-].[Cl-].[Cl:5][CH2:6][C:7](Cl)=[O:8].[OH:10][C:11]1[NH:12][C:13]2[CH:19]=[CH:18][CH:17]=[CH:16][C:14]=2[N:15]=1. The catalyst is ClCCCl. The product is [Cl:5][CH2:6][C:7]([C:17]1[CH:18]=[CH:19][C:13]2[NH:12][C:11](=[O:10])[NH:15][C:14]=2[CH:16]=1)=[O:8]. The yield is 1.00. (7) The reactants are [CH3:1]OCCOC.C([Zn]CC)C.ICI.[CH:15](/[C:19]1=[CH:20][N:21]([C:36]([CH3:39])([CH3:38])[CH3:37])[S:22]/[C:23]/1=[N:24]\[C:25](=[O:35])[C:26]1[CH:31]=[C:30]([Cl:32])[CH:29]=[CH:28][C:27]=1[O:33][CH3:34])=[CH:16]/[CH2:17][CH3:18]. The catalyst is C(Cl)Cl. The product is [C:36]([N:21]1[CH:20]=[C:19]([CH:15]2[CH2:1][CH:16]2[CH2:17][CH3:18])/[C:23](=[N:24]/[C:25](=[O:35])[C:26]2[CH:31]=[C:30]([Cl:32])[CH:29]=[CH:28][C:27]=2[O:33][CH3:34])/[S:22]1)([CH3:38])([CH3:37])[CH3:39]. The yield is 0.770. (8) The reactants are [Cl:1][C:2]1[C:7]([O:8][CH3:9])=[CH:6][C:5]([O:10][CH3:11])=[C:4]([Cl:12])[C:3]=1[C:13]1[C:26](=[O:27])[N:25]([CH2:28][CH2:29][O:30][CH:31]2[CH2:36][CH2:35][CH2:34][N:33]([C:37]([O:39][C:40]([CH3:43])([CH3:42])[CH3:41])=[O:38])[CH2:32]2)[C:16]2[N:17]=[C:18](S(C)(=O)=O)[N:19]=[CH:20][C:15]=2[CH:14]=1.[CH3:44][NH2:45]. The catalyst is CC(O)(C)C. The product is [Cl:1][C:2]1[C:7]([O:8][CH3:9])=[CH:6][C:5]([O:10][CH3:11])=[C:4]([Cl:12])[C:3]=1[C:13]1[C:26](=[O:27])[N:25]([CH2:28][CH2:29][O:30][CH:31]2[CH2:36][CH2:35][CH2:34][N:33]([C:37]([O:39][C:40]([CH3:43])([CH3:42])[CH3:41])=[O:38])[CH2:32]2)[C:16]2[N:17]=[C:18]([NH:45][CH3:44])[N:19]=[CH:20][C:15]=2[CH:14]=1. The yield is 0.960.